This data is from Full USPTO retrosynthesis dataset with 1.9M reactions from patents (1976-2016). The task is: Predict the reactants needed to synthesize the given product. (1) Given the product [CH3:1][O:2][C:3]1[CH:28]=[CH:27][C:6]([CH2:7][N:8]2[CH:12]=[C:11]([C:13]3[N:14]=[C:15]([NH:19][C:20]4[N:21]=[C:22]([C:29]#[N:30])[CH:23]=[CH:24][CH:25]=4)[S:16][C:17]=3[CH3:18])[CH:10]=[N:9]2)=[CH:5][CH:4]=1, predict the reactants needed to synthesize it. The reactants are: [CH3:1][O:2][C:3]1[CH:28]=[CH:27][C:6]([CH2:7][N:8]2[CH:12]=[C:11]([C:13]3[N:14]=[C:15]([NH:19][C:20]4[CH:25]=[CH:24][CH:23]=[C:22](Br)[N:21]=4)[S:16][C:17]=3[CH3:18])[CH:10]=[N:9]2)=[CH:5][CH:4]=1.[C-:29]#[N:30].[Na+]. (2) Given the product [CH3:1][C:2]1[C:6]2[CH:7]=[CH:8][C:9]([C:11]([F:12])([F:13])[F:14])=[CH:10][C:5]=2[O:4][C:3]=1[C:15]([OH:17])=[O:16], predict the reactants needed to synthesize it. The reactants are: [CH3:1][C:2]1[C:6]2[CH:7]=[CH:8][C:9]([C:11]([F:14])([F:13])[F:12])=[CH:10][C:5]=2[O:4][C:3]=1[C:15]([O:17]CC)=[O:16].[OH-].[Na+]. (3) The reactants are: [O:1]1[C:9]2[CH:8]=[CH:7][N:6]=[C:5]([O:10][C:11]3[CH:12]=[CH:13][C:14](B4OC(C)(C)C(C)(C)O4)=[C:15]([CH:17]=3)[NH2:16])[C:4]=2[CH:3]=[CH:2]1.O.O.O.P([O-])([O-])([O-])=O.[K+].[K+].[K+].Br[C:39]1[N:44]2[CH:45]=[CH:46][N:47]=[C:43]2[CH:42]=[CH:41][CH:40]=1. Given the product [O:1]1[C:9]2[CH:8]=[CH:7][N:6]=[C:5]([O:10][C:11]3[CH:12]=[CH:13][C:14]([C:39]4[N:44]5[CH:45]=[CH:46][N:47]=[C:43]5[CH:42]=[CH:41][CH:40]=4)=[C:15]([CH:17]=3)[NH2:16])[C:4]=2[CH:3]=[CH:2]1, predict the reactants needed to synthesize it. (4) Given the product [CH:12]1[N:11]=[C:10]([Cl:9])[N:17]=[C:16]2[C:21]([N:19]=[CH:18][NH:1][C:13]=12)=[O:22], predict the reactants needed to synthesize it. The reactants are: [NH2:1][C@H]1CC[C@H](O)CC1.[Cl:9][C:10]1C=C[C:13]([C:16]#[N:17])=[CH:12][N:11]=1.[CH3:18][N:19]([CH:21]=[O:22])C.